Dataset: Full USPTO retrosynthesis dataset with 1.9M reactions from patents (1976-2016). Task: Predict the reactants needed to synthesize the given product. (1) Given the product [Cl:30][C:27]1[CH:28]=[CH:29][C:24]([S:21]([CH:11]([C:12]2[C:17]([F:18])=[CH:16][CH:15]=[C:14]([F:19])[C:13]=2[F:20])[CH2:10][CH2:9][OH:8])(=[O:22])=[O:23])=[CH:25][CH:26]=1, predict the reactants needed to synthesize it. The reactants are: C([Si]([O:8][CH2:9][CH2:10][CH:11]([S:21]([C:24]1[CH:29]=[CH:28][C:27]([Cl:30])=[CH:26][CH:25]=1)(=[O:23])=[O:22])[C:12]1[C:17]([F:18])=[CH:16][CH:15]=[C:14]([F:19])[C:13]=1[F:20])(C)C)(C)(C)C.[F-].C([N+](CCCC)(CCCC)CCCC)CCC.C(OCC)(=O)C.O. (2) Given the product [CH2:34]([O:33][CH2:32][CH:31]([CH:41]1[CH2:42][CH:43]([S:45]([NH:1][C:2]2[C:7]([NH:8][C:9]3[CH:14]=[CH:13][C:12]([I:15])=[CH:11][C:10]=3[F:16])=[C:6]([CH3:17])[C:5](=[O:18])[N:4]3[CH2:19][CH2:20][O:21][C:3]=23)(=[O:47])=[O:46])[CH2:44]1)[CH2:30][O:29][CH2:22][C:23]1[CH:24]=[CH:25][CH:26]=[CH:27][CH:28]=1)[C:35]1[CH:36]=[CH:37][CH:38]=[CH:39][CH:40]=1, predict the reactants needed to synthesize it. The reactants are: [NH2:1][C:2]1[C:7]([NH:8][C:9]2[CH:14]=[CH:13][C:12]([I:15])=[CH:11][C:10]=2[F:16])=[C:6]([CH3:17])[C:5](=[O:18])[N:4]2[CH2:19][CH2:20][O:21][C:3]=12.[CH2:22]([O:29][CH2:30][CH:31]([CH:41]1[CH2:44][CH:43]([S:45](Cl)(=[O:47])=[O:46])[CH2:42]1)[CH2:32][O:33][CH2:34][C:35]1[CH:40]=[CH:39][CH:38]=[CH:37][CH:36]=1)[C:23]1[CH:28]=[CH:27][CH:26]=[CH:25][CH:24]=1.